From a dataset of Full USPTO retrosynthesis dataset with 1.9M reactions from patents (1976-2016). Predict the reactants needed to synthesize the given product. (1) The reactants are: [NH2:1][C:2]1[C:11]([N:12]2[CH2:17][CH2:16][O:15][CH2:14][CH2:13]2)=[CH:10][C:9]2[C:4](=[CH:5][CH:6]=[C:7]([C:18]3[C:27](Cl)=[CH:26][CH:25]=[CH:24][C:19]=3[C:20]([O:22][CH3:23])=[O:21])[CH:8]=2)[N:3]=1.C1(P(C2CCCCC2)C2C=CC=CC=2C2C(C(C)C)=CC(C(C)C)=CC=2C(C)C)CCCCC1.C(=O)([O-])[O-].[Cs+].[Cs+].[CH3:69][C:70]([CH3:74])([CH3:73])[C:71]#[CH:72]. Given the product [NH2:1][C:2]1[C:11]([N:12]2[CH2:17][CH2:16][O:15][CH2:14][CH2:13]2)=[CH:10][C:9]2[C:4](=[CH:5][CH:6]=[C:7]([C:18]3[C:27]([C:72]#[C:71][C:70]([CH3:74])([CH3:73])[CH3:69])=[CH:26][CH:25]=[CH:24][C:19]=3[C:20]([O:22][CH3:23])=[O:21])[CH:8]=2)[N:3]=1, predict the reactants needed to synthesize it. (2) Given the product [Br:24][CH:22]([C:10]1[N:11]([CH3:21])[C:12]2[C:17]([C:18](=[O:19])[C:9]=1[C:4]1[CH:5]=[C:6]([F:8])[CH:7]=[C:2]([F:1])[CH:3]=1)=[CH:16][C:15]([F:20])=[CH:14][CH:13]=2)[CH3:23], predict the reactants needed to synthesize it. The reactants are: [F:1][C:2]1[CH:3]=[C:4]([C:9]2[C:18](=[O:19])[C:17]3[C:12](=[CH:13][CH:14]=[C:15]([F:20])[CH:16]=3)[N:11]([CH3:21])[C:10]=2[CH2:22][CH3:23])[CH:5]=[C:6]([F:8])[CH:7]=1.[Br:24]N1C(C)(C)C(=O)N(Br)C1=O.C(OOC(=O)C1C=CC=CC=1)(=O)C1C=CC=CC=1.C(=O)(O)[O-].[Na+]. (3) Given the product [C:1]1([NH:7][C:8]2[NH:9][CH:10]=[C:11]([C:13]([C:15]3[CH:20]=[C:19]([O:21][CH3:22])[C:18]([O:23][CH3:24])=[C:17]([O:25][CH3:26])[CH:16]=3)=[O:14])[N:12]=2)[CH:6]=[CH:5][CH:4]=[CH:3][CH:2]=1, predict the reactants needed to synthesize it. The reactants are: [C:1]1([NH:7][C:8]2[N:9](C(C3C=CC=CC=3)(C3C=CC=CC=3)C3C=CC=CC=3)[CH:10]=[C:11]([C:13]([C:15]3[CH:20]=[C:19]([O:21][CH3:22])[C:18]([O:23][CH3:24])=[C:17]([O:25][CH3:26])[CH:16]=3)=[O:14])[N:12]=2)[CH:6]=[CH:5][CH:4]=[CH:3][CH:2]=1.Cl.